From a dataset of CYP2D6 inhibition data for predicting drug metabolism from PubChem BioAssay. Regression/Classification. Given a drug SMILES string, predict its absorption, distribution, metabolism, or excretion properties. Task type varies by dataset: regression for continuous measurements (e.g., permeability, clearance, half-life) or binary classification for categorical outcomes (e.g., BBB penetration, CYP inhibition). Dataset: cyp2d6_veith. (1) The compound is CCCC(=O)NNC(=O)Nc1ccccc1. The result is 0 (non-inhibitor). (2) The compound is O=C(O)[C@H](/C=C\c1ccccc1)c1ccccc1. The result is 0 (non-inhibitor). (3) The drug is CCn1c(SCc2ccc(Cl)cc2Cl)nc2nc3c(cc2c1=O)CCCC3. The result is 1 (inhibitor). (4) The drug is COc1ccccc1OCc1ccc(C(=O)N(C)C)o1. The result is 0 (non-inhibitor). (5) The drug is COc1ccccc1/C=N/NC(=O)CC(=O)Nc1ccc(Cl)c(Cl)c1. The result is 1 (inhibitor). (6) The compound is Cn1cccc1C(=O)N1CCC[C@@]2(CCN(c3ccccn3)C2)C1. The result is 0 (non-inhibitor). (7) The drug is Nc1nc(SCc2ccc([N+](=O)[O-])cc2)c2ncn([C@@H]3O[C@@H](CO)[C@@H](O)[C@H]3O)c2n1. The result is 0 (non-inhibitor).